Dataset: Reaction yield outcomes from USPTO patents with 853,638 reactions. Task: Predict the reaction yield, written as a fraction of the theoretical maximum amount of product (1.0 means a 100% yield; for example, 0.34 means a 34% yield). The reactants are [C:1]([N:8]1[CH2:13][CH2:12][CH:11]([C:14]([O:16]CC)=O)[CH2:10][CH2:9]1)([O:3][C:4]([CH3:7])([CH3:6])[CH3:5])=[O:2].[C:19]([O:22][CH2:23][CH3:24])(=[O:21])[CH3:20]. No catalyst specified. The product is [C:4]([O:3][C:1]([N:8]1[CH2:9][CH2:10][CH:11]([C:14](=[O:16])[CH2:20][C:19]([O:22][CH2:23][CH3:24])=[O:21])[CH2:12][CH2:13]1)=[O:2])([CH3:5])([CH3:6])[CH3:7]. The yield is 0.520.